This data is from Forward reaction prediction with 1.9M reactions from USPTO patents (1976-2016). The task is: Predict the product of the given reaction. (1) Given the reactants [CH3:1][N:2]([CH3:17])[C:3]1[CH:4]=[C:5]([NH:9][C:10]2[CH:15]=[C:14]([NH2:16])[N:13]=[CH:12][N:11]=2)[CH:6]=[CH:7][CH:8]=1.[Cl:18][C:19]1[CH:24]=[CH:23][CH:22]=[C:21]([Cl:25])[C:20]=1[N:26]=[C:27]=[O:28], predict the reaction product. The product is: [Cl:18][C:19]1[CH:24]=[CH:23][CH:22]=[C:21]([Cl:25])[C:20]=1[NH:26][C:27]([NH:16][C:14]1[CH:15]=[C:10]([NH:9][C:5]2[CH:6]=[CH:7][CH:8]=[C:3]([N:2]([CH3:17])[CH3:1])[CH:4]=2)[N:11]=[CH:12][N:13]=1)=[O:28]. (2) Given the reactants Br[C:2]1[CH:7]=[CH:6][C:5]([Br:8])=[CH:4][N:3]=1.[Li]CCCC.[F:14][CH:15]([F:21])[C:16](OCC)=[O:17], predict the reaction product. The product is: [Br:8][C:5]1[CH:6]=[CH:7][C:2]([C:16](=[O:17])[CH:15]([F:21])[F:14])=[N:3][CH:4]=1. (3) The product is: [F:25][C:26]1[CH:27]=[C:28]([C:2]2[N:7]3[N:8]=[C:9]([CH3:11])[CH:10]=[C:6]3[N:5]=[C:4]([NH:12][C:13](=[O:24])[C:14]3[CH:19]=[CH:18][C:17]([C:20]([OH:23])([CH3:22])[CH3:21])=[CH:16][CH:15]=3)[CH:3]=2)[CH:29]=[CH:30][C:31]=1[O:32][CH3:33]. Given the reactants Cl[C:2]1[N:7]2[N:8]=[C:9]([CH3:11])[CH:10]=[C:6]2[N:5]=[C:4]([NH:12][C:13](=[O:24])[C:14]2[CH:19]=[CH:18][C:17]([C:20]([OH:23])([CH3:22])[CH3:21])=[CH:16][CH:15]=2)[CH:3]=1.[F:25][C:26]1[CH:27]=[C:28](B(O)O)[CH:29]=[CH:30][C:31]=1[O:32][CH3:33].O1CCOCC1, predict the reaction product. (4) Given the reactants [F:1][C:2]([F:15])([F:14])[O:3][C:4]1[CH:13]=[CH:12][C:7]2[N:8]=[C:9]([NH2:11])[S:10][C:6]=2[CH:5]=1.[F:16][C:17]1[CH:25]=[CH:24][C:20]([C:21](Cl)=[O:22])=[CH:19][CH:18]=1.Br[CH:27]([CH2:32][CH3:33])[C:28]([O:30]C)=[O:29].COC1C=CC2N=C(N)SC=2C=1.ClC1C=C(C=CC=1)C(Cl)=O.BrCC(OCC)=O, predict the reaction product. The product is: [F:16][C:17]1[CH:25]=[CH:24][C:20]([C:21]([N:11]=[C:9]2[N:8]([CH:27]([CH2:32][CH3:33])[C:28]([OH:30])=[O:29])[C:7]3[CH:12]=[CH:13][C:4]([O:3][C:2]([F:1])([F:14])[F:15])=[CH:5][C:6]=3[S:10]2)=[O:22])=[CH:19][CH:18]=1. (5) Given the reactants [CH2:1]([O:3][C:4](=[O:17])[C:5]1[CH:10]=[CH:9][CH:8]=[N:7][C:6]=1[NH:11][CH2:12][C:13]([F:16])([F:15])[F:14])[CH3:2].[Cl:18]N1C(=O)CCC1=O.CN(C)C=O.Cl, predict the reaction product. The product is: [CH2:1]([O:3][C:4](=[O:17])[C:5]1[CH:10]=[C:9]([Cl:18])[CH:8]=[N:7][C:6]=1[NH:11][CH2:12][C:13]([F:14])([F:15])[F:16])[CH3:2]. (6) Given the reactants [Br:1][C:2]1[CH:7]=[CH:6][CH:5]=[CH:4][C:3]=1[SH:8].Br[CH2:10][CH2:11][CH2:12][Cl:13], predict the reaction product. The product is: [Br:1][C:2]1[CH:7]=[CH:6][CH:5]=[CH:4][C:3]=1[S:8][CH2:10][CH2:11][CH2:12][Cl:13].